This data is from Catalyst prediction with 721,799 reactions and 888 catalyst types from USPTO. The task is: Predict which catalyst facilitates the given reaction. (1) Reactant: [CH3:1][O:2][C:3]1[CH:4]=[C:5]2[C:10](=[CH:11][C:12]=1[O:13][CH3:14])[N:9]=[CH:8][N:7]=[C:6]2[O:15][C:16]1[CH:22]=[CH:21][C:19]([NH2:20])=[CH:18][CH:17]=1.C1(C)C=CC=CC=1.C(N(CC)CC)C.ClC(Cl)(O[C:41](=[O:47])[O:42][C:43](Cl)(Cl)Cl)Cl.[Cl:49][C:50]1[CH:60]=[CH:59][CH:58]=[CH:57][C:51]=1[O:52][CH2:53][CH2:54]CO. Product: [CH3:1][O:2][C:3]1[CH:4]=[C:5]2[C:10](=[CH:11][C:12]=1[O:13][CH3:14])[N:9]=[CH:8][N:7]=[C:6]2[O:15][C:16]1[CH:22]=[CH:21][C:19]([NH:20][C:41](=[O:47])[O:42][CH2:43][CH2:54][CH2:53][O:52][C:51]2[CH:57]=[CH:58][CH:59]=[CH:60][C:50]=2[Cl:49])=[CH:18][CH:17]=1. The catalyst class is: 2. (2) Reactant: N[C:2]1[N:7]=[C:6]([C:8]2[CH:13]=[CH:12][C:11]([C@@H:14]([N:16]3[CH2:21][CH2:20][C@@:19]([C:26]4[CH:31]=[CH:30][C:29]([F:32])=[CH:28][CH:27]=4)([CH2:22][CH2:23][CH2:24][OH:25])[O:18][C:17]3=[O:33])[CH3:15])=[CH:10][CH:9]=2)[CH:5]=[CH:4][N:3]=1.N([O-])=[O:35].[Na+]. Product: [F:32][C:29]1[CH:30]=[CH:31][C:26]([C@:19]2([CH2:22][CH2:23][CH2:24][OH:25])[O:18][C:17](=[O:33])[N:16]([C@H:14]([C:11]3[CH:10]=[CH:9][C:8]([C:6]4[CH:5]=[CH:4][N:3]=[C:2]([OH:35])[N:7]=4)=[CH:13][CH:12]=3)[CH3:15])[CH2:21][CH2:20]2)=[CH:27][CH:28]=1. The catalyst class is: 313. (3) Reactant: C[O:2][C:3]([C:5]1[C:6]([C:31]([F:34])([F:33])[F:32])=[N:7][C:8]([N:11]2[CH2:16][CH2:15][C:14](=[N:17][O:18][CH:19]3[CH2:24][CH2:23][N:22]([C:25]([O:27][CH:28]([CH3:30])[CH3:29])=[O:26])[CH2:21][CH2:20]3)[CH2:13][CH2:12]2)=[N:9][CH:10]=1)=[O:4].C1COCC1.[OH-].[Na+]. Product: [CH:28]([O:27][C:25]([N:22]1[CH2:23][CH2:24][CH:19]([O:18][N:17]=[C:14]2[CH2:13][CH2:12][N:11]([C:8]3[N:7]=[C:6]([C:31]([F:33])([F:34])[F:32])[C:5]([C:3]([OH:4])=[O:2])=[CH:10][N:9]=3)[CH2:16][CH2:15]2)[CH2:20][CH2:21]1)=[O:26])([CH3:30])[CH3:29]. The catalyst class is: 33.